This data is from Catalyst prediction with 721,799 reactions and 888 catalyst types from USPTO. The task is: Predict which catalyst facilitates the given reaction. (1) Reactant: [NH2:1][C:2]1[CH:10]=[CH:9][C:5]2[N:6]=[CH:7][NH:8][C:4]=2[CH:3]=1.[Cl:11]Cl.N. Product: [Cl:11][C:3]1[C:4]2[NH:8][CH:7]=[N:6][C:5]=2[CH:9]=[CH:10][C:2]=1[NH2:1]. The catalyst class is: 52. (2) Reactant: Cl.[Br:2][C:3]1[CH:8]=[CH:7][CH:6]=[CH:5][C:4]=1[CH2:9][C:10](=[NH:12])[NH2:11].C[O:14][C:15](=O)/[C:16](/[O:26][CH2:27][C:28]1[CH:33]=[CH:32][CH:31]=[CH:30][CH:29]=1)=[C:17](\O)/[C:18]([O:20][C:21]([CH3:24])([CH3:23])[CH3:22])=[O:19].C[O-].[Na+].Cl. Product: [C:21]([O:20][C:18]([C:17]1[NH:12][C:10]([CH2:9][C:4]2[CH:5]=[CH:6][CH:7]=[CH:8][C:3]=2[Br:2])=[N:11][C:15](=[O:14])[C:16]=1[O:26][CH2:27][C:28]1[CH:33]=[CH:32][CH:31]=[CH:30][CH:29]=1)=[O:19])([CH3:24])([CH3:22])[CH3:23]. The catalyst class is: 5. (3) Reactant: [CH2:1]([CH:3]([CH2:34][CH2:35][CH2:36][CH3:37])[CH2:4][N:5]1[C:17]2[C:12](=[CH:13][C:14]([N+:22]([O-:24])=[O:23])=[C:15]3[CH:21]=[CH:20][CH:19]=[CH:18][C:16]3=2)[C:11]2[C:6]1=[CH:7][CH:8]=[C:9]([C:25]([C:27]1[CH:32]=[CH:31][CH:30]=[CH:29][C:28]=1[CH3:33])=O)[CH:10]=2)[CH3:2].[Cl-].[OH:39][NH3+:40]. Product: [CH2:1]([CH:3]([CH2:34][CH2:35][CH2:36][CH3:37])[CH2:4][N:5]1[C:17]2[C:12](=[CH:13][C:14]([N+:22]([O-:24])=[O:23])=[C:15]3[CH:21]=[CH:20][CH:19]=[CH:18][C:16]3=2)[C:11]2[C:6]1=[CH:7][CH:8]=[C:9]([C:25]([C:27]1[CH:32]=[CH:31][CH:30]=[CH:29][C:28]=1[CH3:33])=[N:40][OH:39])[CH:10]=2)[CH3:2]. The catalyst class is: 17. (4) Reactant: [C:1]([O:4][C@H:5]1[C@H:10]([O:11][C:12](=[O:14])[CH3:13])[C@H:9]([O:15][C:16](=[O:18])[CH3:17])[C@H:8]([CH3:19])[O:7][C@@H:6]1[N:20]=[N+]=[N-])(=[O:3])[CH3:2]. Product: [C:1]([O:4][C@H:5]1[C@H:10]([O:11][C:12](=[O:14])[CH3:13])[C@H:9]([O:15][C:16](=[O:18])[CH3:17])[C@H:8]([CH3:19])[O:7][C@@H:6]1[NH2:20])(=[O:3])[CH3:2]. The catalyst class is: 99. (5) Reactant: [O:1]=[C:2]1[N:7]2[C@H:8]([C:11]([O:13][C:14]([CH3:17])([CH3:16])[CH3:15])=[O:12])[CH2:9][CH2:10][C:6]2=[N:5][CH:4]=[C:3]1[C:18]([O:20]C)=[O:19].[Li+].[OH-]. Product: [C:14]([O:13][C:11]([C@H:8]1[N:7]2[C:2](=[O:1])[C:3]([C:18]([OH:20])=[O:19])=[CH:4][N:5]=[C:6]2[CH2:10][CH2:9]1)=[O:12])([CH3:17])([CH3:15])[CH3:16]. The catalyst class is: 5. (6) Reactant: [CH:1]1([C:4]2[CH:5]=[N:6][CH:7]=[C:8]([CH:12]=2)[C:9]([OH:11])=O)[CH2:3][CH2:2]1.[CH3:13][S:14]([NH2:17])(=[O:16])=[O:15].N12[CH2:28][CH2:27][CH2:26][N:25]=[C:24]1[CH2:23][CH2:22][CH2:21][CH2:20][CH2:19]2.Cl. Product: [CH:27]1([CH2:26][N:25]2[C:21]3[C:22](=[CH:8][C:7]([NH:6][C:7]4[N:6]=[CH:5][C:4]([CH:1]5[CH2:2][CH2:3]5)=[CH:12][C:8]=4[C:9]([NH:17][S:14]([CH3:13])(=[O:16])=[O:15])=[O:11])=[CH:19][CH:20]=3)[CH:23]=[CH:24]2)[CH2:28][CH2:3][CH2:2][CH2:1][CH2:4]1. The catalyst class is: 253.